Predict the product of the given reaction. From a dataset of Forward reaction prediction with 1.9M reactions from USPTO patents (1976-2016). (1) Given the reactants [CH2:1]([O:8][C:9]1[CH:10]=[CH:11][C:12]([CH2:15][CH:16]([NH:33]C(=O)OC(C)(C)C)[C:17]([NH:19][C:20]2[CH:25]=[CH:24][C:23]([CH2:26][CH2:27][CH2:28][C:29]([NH:31][OH:32])=[O:30])=[CH:22][CH:21]=2)=[O:18])=[N:13][CH:14]=1)[C:2]1[CH:7]=[CH:6][CH:5]=[CH:4][CH:3]=1, predict the reaction product. The product is: [NH2:33][CH:16]([CH2:15][C:12]1[CH:11]=[CH:10][C:9]([O:8][CH2:1][C:2]2[CH:3]=[CH:4][CH:5]=[CH:6][CH:7]=2)=[CH:14][N:13]=1)[C:17]([NH:19][C:20]1[CH:25]=[CH:24][C:23]([CH2:26][CH2:27][CH2:28][C:29]([NH:31][OH:32])=[O:30])=[CH:22][CH:21]=1)=[O:18]. (2) Given the reactants [CH2:1]([N:8]1[C:12]2([CH2:17][CH2:16][N:15]([C:18](=[O:26])[C:19]3[CH:24]=[CH:23][C:22]([F:25])=[CH:21][CH:20]=3)[CH2:14][CH2:13]2)[NH:11][C@@H:10]([CH2:27][CH2:28][S:29][CH3:30])[C:9]1=[O:31])[C:2]1[CH:7]=[CH:6][CH:5]=[CH:4][CH:3]=1.O.C[Si]([Cl:37])(C)C, predict the reaction product. The product is: [ClH:37].[CH2:1]([N:8]1[C:12]2([CH2:17][CH2:16][N:15]([C:18](=[O:26])[C:19]3[CH:20]=[CH:21][C:22]([F:25])=[CH:23][CH:24]=3)[CH2:14][CH2:13]2)[NH:11][C@@H:10]([CH2:27][CH2:28][S:29][CH3:30])[C:9]1=[O:31])[C:2]1[CH:7]=[CH:6][CH:5]=[CH:4][CH:3]=1. (3) Given the reactants Br[C:2]1[CH:9]=[CH:8][C:5]([C:6]#[N:7])=[C:4]([CH3:10])[CH:3]=1.[CH3:11][S-:12].[Na+], predict the reaction product. The product is: [CH3:10][C:4]1[CH:3]=[C:2]([S:12][CH3:11])[CH:9]=[CH:8][C:5]=1[C:6]#[N:7]. (4) Given the reactants C[O:2][C:3](=[O:27])[CH2:4][CH2:5][C:6]1[CH:11]=[CH:10][C:9]([O:12][CH2:13][CH2:14][C@H:15]([O:17][C:18]2[CH:23]=[CH:22][C:21]([Cl:24])=[CH:20][C:19]=2Br)[CH3:16])=[CH:8][C:7]=1[CH3:26].[N:28]1[CH:33]=[CH:32][CH:31]=[C:30](B(O)O)[CH:29]=1, predict the reaction product. The product is: [Cl:24][C:21]1[CH:22]=[CH:23][C:18]([O:17][C@H:15]([CH3:16])[CH2:14][CH2:13][O:12][C:9]2[CH:10]=[CH:11][C:6]([CH2:5][CH2:4][C:3]([OH:2])=[O:27])=[C:7]([CH3:26])[CH:8]=2)=[C:19]([C:30]2[CH:29]=[N:28][CH:33]=[CH:32][CH:31]=2)[CH:20]=1. (5) Given the reactants [Cl:1][C:2]1[CH:7]=[CH:6][C:5]([C:8]2[C:9]([CH:14]=O)=[N:10][CH:11]=[CH:12][N:13]=2)=[CH:4][CH:3]=1.[CH3:16][C:17]([S@@:20]([NH2:22])=[O:21])([CH3:19])[CH3:18], predict the reaction product. The product is: [Cl:1][C:2]1[CH:7]=[CH:6][C:5]([C:8]2[C:9]([CH:14]=[N:22][S:20]([C:17]([CH3:19])([CH3:18])[CH3:16])=[O:21])=[N:10][CH:11]=[CH:12][N:13]=2)=[CH:4][CH:3]=1. (6) The product is: [O:1]=[C:2]1[CH2:3][CH2:4][N:5]([C:8]2[CH:9]=[CH:10][C:11]([C:12]([NH:23][CH2:22][C:21]([O:20][CH2:18][CH3:19])=[O:24])=[O:14])=[CH:15][CH:16]=2)[CH2:6][CH2:7]1. Given the reactants [O:1]=[C:2]1[CH2:7][CH2:6][N:5]([C:8]2[CH:16]=[CH:15][C:11]([C:12]([OH:14])=O)=[CH:10][CH:9]=2)[CH2:4][CH2:3]1.Cl.[CH2:18]([O:20][C:21](=[O:24])[CH2:22][NH2:23])[CH3:19], predict the reaction product.